This data is from Reaction yield outcomes from USPTO patents with 853,638 reactions. The task is: Predict the reaction yield, written as a fraction of the theoretical maximum amount of product (1.0 means a 100% yield; for example, 0.34 means a 34% yield). The reactants are C(OC([N:8]1[CH2:12][CH:11]([O:13][C:14]2[CH:19]=[CH:18][C:17]([F:20])=[CH:16][C:15]=2[F:21])[CH2:10][CH:9]1[CH2:22][O:23][C:24]1[CH:33]=[CH:32][C:27]([C:28]([O:30][CH3:31])=[O:29])=[CH:26][CH:25]=1)=O)(C)(C)C.C(O)(C(F)(F)F)=O. The catalyst is C(Cl)Cl. The product is [F:21][C:15]1[CH:16]=[C:17]([F:20])[CH:18]=[CH:19][C:14]=1[O:13][CH:11]1[CH2:12][NH:8][CH:9]([CH2:22][O:23][C:24]2[CH:33]=[CH:32][C:27]([C:28]([O:30][CH3:31])=[O:29])=[CH:26][CH:25]=2)[CH2:10]1. The yield is 0.920.